This data is from Experimentally validated miRNA-target interactions with 360,000+ pairs, plus equal number of negative samples. The task is: Binary Classification. Given a miRNA mature sequence and a target amino acid sequence, predict their likelihood of interaction. The miRNA is cel-miR-2209a-3p with sequence AGAGAUCAGCGGUUACACUACA. The protein sequence of the target gene is MSAHLQWMVVRNCSSFLIKRNKQTYSTEPNNLKARNSFRYNGLIHRKTVGVEPAADGKGVVVVIKRRSGQRKPATSYVRTTINKNARATLSSIRHMIRKNKYRPDLRMAAIRRASAILRSQKPVMVKRKRTRPTKSS. Result: 0 (no interaction).